This data is from Full USPTO retrosynthesis dataset with 1.9M reactions from patents (1976-2016). The task is: Predict the reactants needed to synthesize the given product. (1) Given the product [Br:1][C:2]1[C:10]2[N:9]=[C:8]([CH:11]([F:13])[F:12])[N:7]([CH2:14][C:15]3[CH:20]=[CH:19][CH:18]=[C:17]([C:21]([F:24])([F:22])[F:23])[C:16]=3[CH3:25])[C:6]=2[CH:5]=[C:4]([N:26]2[CH2:34][CH2:33][O:32][CH2:31][CH2:30]2)[CH:3]=1, predict the reactants needed to synthesize it. The reactants are: [Br:1][C:2]1[C:10]2[N:9]=[C:8]([CH:11]([F:13])[F:12])[N:7]([CH2:14][C:15]3[CH:20]=[CH:19][CH:18]=[C:17]([C:21]([F:24])([F:23])[F:22])[C:16]=3[CH3:25])[C:6]=2[CH:5]=[C:4]([NH2:26])[CH:3]=1.[OH-].[Na+].Br[CH2:30][CH2:31][O:32][CH2:33][CH2:34]Br. (2) Given the product [Br:31][CH2:10][CH2:9][CH2:8][CH2:7][CH:1]1[CH2:6][CH2:5][CH2:4][CH2:3][CH2:2]1, predict the reactants needed to synthesize it. The reactants are: [CH:1]1([CH2:7][CH2:8][CH2:9][CH2:10]O)[CH2:6][CH2:5][CH2:4][CH2:3][CH2:2]1.C1(P(C2C=CC=CC=2)C2C=CC=CC=2)C=CC=CC=1.[Br:31]N1C(=O)CCC1=O. (3) Given the product [CH3:1][S:2]([C:5]([C:8]1[CH:9]=[C:10]2[C:15](=[C:16]([C:18]3[CH:19]=[C:20]([C:24]4[CH:29]=[CH:28][CH:27]=[C:26]([CH:30]=[CH:35][C:34]([OH:42])=[O:33])[CH:25]=4)[CH:21]=[CH:22][CH:23]=3)[CH:17]=1)[N:14]=[CH:13][CH:12]=[CH:11]2)([CH3:6])[CH3:7])(=[O:4])=[O:3], predict the reactants needed to synthesize it. The reactants are: [CH3:1][S:2]([C:5]([C:8]1[CH:9]=[C:10]2[C:15](=[C:16]([C:18]3[CH:19]=[C:20]([C:24]4[CH:29]=[CH:28][CH:27]=[C:26]([CH:30]=O)[CH:25]=4)[CH:21]=[CH:22][CH:23]=3)[CH:17]=1)[N:14]=[CH:13][CH:12]=[CH:11]2)([CH3:7])[CH3:6])(=[O:4])=[O:3].C[O:33][C:34](=[O:42])[CH2:35]P(OC)(OC)=O.CC([O-])(C)C.[K+]. (4) Given the product [C:34]([O:38][C:39](=[O:46])[C@@H:40]([NH:41][C:6](=[O:8])[C:5]1[CH:9]=[CH:10][C:2]([F:1])=[C:3]([N+:11]([O-:13])=[O:12])[CH:4]=1)[CH2:42][CH:43]([CH3:44])[CH3:45])([CH3:36])([CH3:35])[CH3:37], predict the reactants needed to synthesize it. The reactants are: [F:1][C:2]1[CH:10]=[CH:9][C:5]([C:6]([OH:8])=O)=[CH:4][C:3]=1[N+:11]([O-:13])=[O:12].C1C=CC2N(O)N=NC=2C=1.CCN(C(C)C)C(C)C.Cl.[C:34]([O:38][C:39](=[O:46])[C@H:40]([CH2:42][CH:43]([CH3:45])[CH3:44])[NH2:41])([CH3:37])([CH3:36])[CH3:35].